Predict the reaction yield, written as a fraction of the theoretical maximum amount of product (1.0 means a 100% yield; for example, 0.34 means a 34% yield). From a dataset of Reaction yield outcomes from USPTO patents with 853,638 reactions. (1) The reactants are [N:1]1[CH:6]=[CH:5][C:4]([CH3:7])=[CH:3][C:2]=1[CH3:8].ClC1C=C(C=CC=1)C(OO)=[O:14].S([O-])(O)=O.[Na+]. The catalyst is C(Cl)Cl. The product is [CH3:8][C:2]1[CH:3]=[C:4]([CH3:7])[CH:5]=[CH:6][N+:1]=1[O-:14]. The yield is 0.669. (2) The reactants are [CH2:1]([O:8][N:9]1[C:15](=[O:16])[N:14]2[CH2:17][C@H:10]1[CH2:11][CH2:12][C@H:13]2[C:18]([O:20]C)=[O:19])[C:2]1[CH:7]=[CH:6][CH:5]=[CH:4][CH:3]=1.O1CCCC1.[OH-].[Li+]. The catalyst is O. The product is [CH2:1]([O:8][N:9]1[C:15](=[O:16])[N:14]2[CH2:17][C@H:10]1[CH2:11][CH2:12][C@H:13]2[C:18]([OH:20])=[O:19])[C:2]1[CH:7]=[CH:6][CH:5]=[CH:4][CH:3]=1. The yield is 0.820. (3) The reactants are [Cl:1][C:2]1[CH:3]=[C:4]([NH2:9])[C:5]([NH2:8])=[CH:6][CH:7]=1.[C:10](OCC)(=[O:16])[C:11](OCC)=[O:12]. No catalyst specified. The product is [Cl:1][C:2]1[CH:3]=[C:4]2[C:5](=[CH:6][CH:7]=1)[NH:8][C:11](=[O:12])[C:10](=[O:16])[NH:9]2. The yield is 0.960. (4) The reactants are C(Cl)(=O)C(Cl)=O.CS(C)=O.[F:11][C:12]([F:22])([F:21])[C@H:13]1[CH2:18][CH2:17][C@H:16]([CH2:19][OH:20])[CH2:15][CH2:14]1.CCN(CC)CC. The catalyst is C(Cl)Cl. The product is [F:11][C:12]([F:21])([F:22])[C@H:13]1[CH2:14][CH2:15][C@H:16]([CH:19]=[O:20])[CH2:17][CH2:18]1. The yield is 0.870. (5) The yield is 0.890. The reactants are O1CCCC1.[S:6]([CH2:9][CH2:10][CH2:11][CH2:12][CH2:13][CH2:14][O:15][C:16]1[CH:21]=[C:20]([S:22][CH2:23][C:24]([F:27])([F:26])[F:25])[C:19]([CH3:28])=[CH:18][C:17]=1[CH3:29])C#N.[F:30][C:31]([Si](C)(C)C)([F:33])[F:32].[F-].C([N+](CCCC)(CCCC)CCCC)CCC. The product is [F:30][C:31]([F:33])([F:32])[S:6][CH2:9][CH2:10][CH2:11][CH2:12][CH2:13][CH2:14][O:15][C:16]1[CH:21]=[C:20]([S:22][CH2:23][C:24]([F:27])([F:25])[F:26])[C:19]([CH3:28])=[CH:18][C:17]=1[CH3:29]. The catalyst is C(OCC)(=O)C.CCCCCC. (6) The reactants are Br[C:2]1[C:10]2[C:5](=[CH:6][CH:7]=[C:8]([C:11]3[N:15]=[CH:14][N:13]([C:16]([C:29]4[CH:34]=[CH:33][CH:32]=[CH:31][CH:30]=4)([C:23]4[CH:28]=[CH:27][CH:26]=[CH:25][CH:24]=4)[C:17]4[CH:22]=[CH:21][CH:20]=[CH:19][CH:18]=4)[N:12]=3)[CH:9]=2)[N:4]([CH:35]2[CH2:40][CH2:39][CH2:38][CH2:37][O:36]2)[N:3]=1.ClCCl.P([O-])([O-])([O-])=O.[K+].[K+].[K+]. The catalyst is COCCOC.NC1C=C(B(O)O)C=CC=1.C1(P(C2C=CC=CC=2)[C-]2C=CC=C2)C=CC=CC=1.[C-]1(P(C2C=CC=CC=2)C2C=CC=CC=2)C=CC=C1.[Fe+2]. The product is [O:36]1[CH2:37][CH2:38][CH2:39][CH2:40][CH:35]1[N:4]1[C:5]2[C:10](=[CH:9][C:8]([C:11]3[N:15]=[CH:14][N:13]([C:16]([C:23]4[CH:28]=[CH:27][CH:26]=[CH:25][CH:24]=4)([C:17]4[CH:22]=[CH:21][CH:20]=[CH:19][CH:18]=4)[C:29]4[CH:30]=[CH:31][CH:32]=[CH:33][CH:34]=4)[N:12]=3)=[CH:7][CH:6]=2)[C:2]([C:7]2[CH:6]=[C:5]([NH2:4])[CH:10]=[CH:9][CH:8]=2)=[N:3]1. The yield is 0.790. (7) The reactants are [F:1][C:2]1[CH:7]=[CH:6][C:5]([CH2:8][C:9](=[O:16])[CH2:10][C:11]([O:13][CH2:14][CH3:15])=[O:12])=[CH:4][CH:3]=1.[CH3:17]C[O-].[Na+].[N:21]1[CH:26]=CC=NN=1. The catalyst is CCO.N1C=CC=NN=1. The product is [F:1][C:2]1[CH:3]=[CH:4][C:5]([C:8]2[C:9](=[O:16])[C:10]([C:11]([O:13][CH2:14][CH3:15])=[O:12])=[CH:17][NH:21][CH:26]=2)=[CH:6][CH:7]=1. The yield is 0.830. (8) The reactants are [Cl:1][C:2]1[CH:3]=[C:4]([N:10]2[CH:22]([CH:23]3[CH2:27][CH2:26][CH2:25][CH2:24]3)[CH:21]3[C:12]([C:13]4[CH:14]=[CH:15][C:16]([C:28](OC)=[O:29])=[N:17][C:18]=4[CH2:19][CH2:20]3)=[N:11]2)[CH:5]=[CH:6][C:7]=1[C:8]#[N:9].[CH3:32][NH2:33]. The catalyst is C(O)C. The product is [Cl:1][C:2]1[CH:3]=[C:4]([N:10]2[CH:22]([CH:23]3[CH2:27][CH2:26][CH2:25][CH2:24]3)[CH:21]3[C:12]([C:13]4[CH:14]=[CH:15][C:16]([C:28]([NH:33][CH3:32])=[O:29])=[N:17][C:18]=4[CH2:19][CH2:20]3)=[N:11]2)[CH:5]=[CH:6][C:7]=1[C:8]#[N:9]. The yield is 0.913. (9) The reactants are [F:1][C:2]1[CH:7]=[CH:6][C:5]([C:8]2[O:9][C:10]3[CH:20]=[CH:19][C:18]([C:21]4[CH:22]=[C:23]([CH:27]=[CH:28][CH:29]=4)[C:24](O)=[O:25])=[CH:17][C:11]=3[C:12]=2[C:13](=[O:16])[NH:14][CH3:15])=[CH:4][CH:3]=1.Cl.[NH2:31][C:32]1([C:35]([NH:37][S:38]([CH:41]2[CH2:43][CH2:42]2)(=[O:40])=[O:39])=[O:36])[CH2:34][CH2:33]1.CN(C(ON1N=NC2C=CC=NC1=2)=[N+](C)C)C.F[P-](F)(F)(F)(F)F.CCN(C(C)C)C(C)C. The catalyst is CO.CN(C=O)C. The product is [CH:41]1([S:38]([NH:37][C:35]([C:32]2([NH:31][C:24]([C:23]3[CH:22]=[C:21]([C:18]4[CH:19]=[CH:20][C:10]5[O:9][C:8]([C:5]6[CH:6]=[CH:7][C:2]([F:1])=[CH:3][CH:4]=6)=[C:12]([C:13]([NH:14][CH3:15])=[O:16])[C:11]=5[CH:17]=4)[CH:29]=[CH:28][CH:27]=3)=[O:25])[CH2:34][CH2:33]2)=[O:36])(=[O:40])=[O:39])[CH2:43][CH2:42]1. The yield is 0.520.